This data is from Forward reaction prediction with 1.9M reactions from USPTO patents (1976-2016). The task is: Predict the product of the given reaction. (1) Given the reactants [CH2:1]([C:8]1[CH:16]=[CH:15][C:11]([C:12]([OH:14])=O)=[CH:10][CH:9]=1)[C:2]1[CH:7]=[CH:6][CH:5]=[CH:4][CH:3]=1.[NH2:17][C@@H:18]([CH2:26][CH2:27][CH2:28][NH:29][C:30]([NH:32][S:33]([C:36]1[C:37]([CH3:50])=[C:38]2[C:43](=[C:44]([CH3:47])[C:45]=1[CH3:46])[O:42][C:41]([CH3:49])([CH3:48])[CH2:40][CH2:39]2)(=[O:35])=[O:34])=[NH:31])[C:19]([O:21][C:22]([CH3:25])([CH3:24])[CH3:23])=[O:20].CN(C(ON1N=NC2C=CC=CC1=2)=[N+](C)C)C.F[P-](F)(F)(F)(F)F.CCN(C(C)C)C(C)C, predict the reaction product. The product is: [CH2:1]([C:8]1[CH:9]=[CH:10][C:11]([C:12]([NH:17][C@@H:18]([CH2:26][CH2:27][CH2:28][NH:29][C:30]([NH:32][S:33]([C:36]2[C:37]([CH3:50])=[C:38]3[C:43](=[C:44]([CH3:47])[C:45]=2[CH3:46])[O:42][C:41]([CH3:49])([CH3:48])[CH2:40][CH2:39]3)(=[O:34])=[O:35])=[NH:31])[C:19]([O:21][C:22]([CH3:23])([CH3:24])[CH3:25])=[O:20])=[O:14])=[CH:15][CH:16]=1)[C:2]1[CH:3]=[CH:4][CH:5]=[CH:6][CH:7]=1. (2) Given the reactants [H-].[Na+].[CH:3]1([NH:6][C:7](=[O:25])[C:8]2[CH:13]=[C:12]([C:14]3[CH:15]=[C:16]4[C:20](=[CH:21][CH:22]=3)[NH:19][N:18]=[CH:17]4)[C:11]([CH3:23])=[C:10]([F:24])[CH:9]=2)[CH2:5][CH2:4]1.Br[CH2:27][C:28]1[CH:32]=[C:31]([CH3:33])[O:30][N:29]=1, predict the reaction product. The product is: [CH:3]1([NH:6][C:7](=[O:25])[C:8]2[CH:13]=[C:12]([C:14]3[CH:15]=[C:16]4[C:20](=[CH:21][CH:22]=3)[N:19]([CH2:27][C:28]3[CH:32]=[C:31]([CH3:33])[O:30][N:29]=3)[N:18]=[CH:17]4)[C:11]([CH3:23])=[C:10]([F:24])[CH:9]=2)[CH2:4][CH2:5]1. (3) Given the reactants [N:1]([C:4]1[CH:5]=[N:6][CH:7]=[CH:8][C:9]=1[O:10][CH3:11])=[C:2]=[S:3].C(OC1C=CC(C([NH2:22])=O)=CC=1N=C=S)(C)C, predict the reaction product. The product is: [CH3:11][O:10][C:9]1[CH:8]=[CH:7][N:6]=[CH:5][C:4]=1[NH:1][C:2]([NH2:22])=[S:3].